Dataset: Peptide-MHC class II binding affinity with 134,281 pairs from IEDB. Task: Regression. Given a peptide amino acid sequence and an MHC pseudo amino acid sequence, predict their binding affinity value. This is MHC class II binding data. (1) The peptide sequence is GETLLRAVESYLLAH. The MHC is HLA-DPA10201-DPB11401 with pseudo-sequence HLA-DPA10201-DPB11401. The binding affinity (normalized) is 0.544. (2) The peptide sequence is ATIKAEFVRAETPYM. The MHC is DRB1_0401 with pseudo-sequence DRB1_0401. The binding affinity (normalized) is 0.197.